Predict the reactants needed to synthesize the given product. From a dataset of Full USPTO retrosynthesis dataset with 1.9M reactions from patents (1976-2016). (1) Given the product [Cl:8][C:5]1[N:4]=[C:3]([Cl:9])[CH:2]=[C:7]([C:16]2[CH:15]=[CH:14][CH:13]=[C:12]([O:11][CH3:10])[CH:17]=2)[N:6]=1, predict the reactants needed to synthesize it. The reactants are: Cl[C:2]1[C:3]([Cl:9])=[N:4][C:5]([Cl:8])=[N:6][CH:7]=1.[CH3:10][O:11][C:12]1[CH:13]=[C:14](B(O)O)[CH:15]=[CH:16][CH:17]=1.C(O)C.C(=O)(O)[O-].[Na+]. (2) Given the product [CH2:41]([O:44][C:45]1[CH:46]=[CH:47][C:48]([C:49]([CH:51]2[CH2:56][CH2:55][N:54]([CH2:57][C:58]([OH:60])=[O:59])[CH2:53][CH2:52]2)=[O:50])=[CH:61][CH:62]=1)[CH2:42][CH3:43].[O:75]=[C:67]1[NH:66][C:65]([CH2:64][NH:63][C:58](=[O:60])[CH2:57][N:54]2[CH2:53][CH2:52][CH:51]([C:49](=[O:50])[C:48]3[CH:47]=[CH:46][C:45]([O:44][CH2:41][CH2:42][CH3:43])=[CH:62][CH:61]=3)[CH2:56][CH2:55]2)=[N:70][C:69]2[CH2:71][CH2:72][O:73][CH2:74][C:68]1=2, predict the reactants needed to synthesize it. The reactants are: C(OC1C=CC(C(C2CCN(CC(O)=O)CC2)=O)=CC=1)C.FC1C=CC(C(C2CCN(CC(O)=O)CC2)=O)=CC=1.[CH2:41]([O:44][C:45]1[CH:62]=[CH:61][C:48]([C:49]([CH:51]2[CH2:56][CH2:55][N:54]([CH2:57][C:58]([OH:60])=[O:59])[CH2:53][CH2:52]2)=[O:50])=[CH:47][CH:46]=1)[CH2:42][CH3:43].[NH2:63][CH2:64][C:65]1[NH:66][C:67](=[O:75])[C:68]2[CH2:74][O:73][CH2:72][CH2:71][C:69]=2[N:70]=1.C(O)(C(F)(F)F)=O. (3) Given the product [Cl:17][C:18]1[N:23]=[C:22]([C:12]2[CH:11]=[CH:10][N:9]=[C:8]([F:7])[CH:13]=2)[CH:21]=[CH:20][N:19]=1, predict the reactants needed to synthesize it. The reactants are: C(=O)([O-])[O-].[Na+].[Na+].[F:7][C:8]1[CH:13]=[C:12](B(O)O)[CH:11]=[CH:10][N:9]=1.[Cl:17][C:18]1[N:23]=[C:22](Cl)[CH:21]=[CH:20][N:19]=1. (4) Given the product [Cl:21][C:22]1[CH:23]=[C:24]([S:28]([N:8]2[C:9]3[C:5](=[C:4]([CH2:12][N:13]([CH3:14])[CH3:15])[C:3]([O:2][CH3:1])=[CH:11][CH:10]=3)[CH:6]=[CH:7]2)(=[O:30])=[O:29])[CH:25]=[CH:26][CH:27]=1, predict the reactants needed to synthesize it. The reactants are: [CH3:1][O:2][C:3]1[C:4]([CH2:12][N:13]([CH3:15])[CH3:14])=[C:5]2[C:9](=[CH:10][CH:11]=1)[NH:8][CH:7]=[CH:6]2.CN(C=O)C.[Cl:21][C:22]1[CH:23]=[C:24]([S:28](Cl)(=[O:30])=[O:29])[CH:25]=[CH:26][CH:27]=1. (5) Given the product [CH2:23]([O:22][C:20]([CH:19]1[N:18]([CH2:25][C:26]2[CH:31]=[CH:30][C:29]([O:32][CH3:33])=[CH:28][C:27]=2[O:34][CH3:35])[CH2:17][C:7]2[N:8]=[C:9]([C:11]3[CH:16]=[CH:15][CH:14]=[CH:13][CH:12]=3)[S:10][C:6]=2[C:4]1=[O:3])=[O:21])[CH3:24], predict the reactants needed to synthesize it. The reactants are: C([O:3][C:4]([C:6]1[S:10][C:9]([C:11]2[CH:16]=[CH:15][CH:14]=[CH:13][CH:12]=2)=[N:8][C:7]=1[CH2:17][N:18]([CH2:25][C:26]1[CH:31]=[CH:30][C:29]([O:32][CH3:33])=[CH:28][C:27]=1[O:34][CH3:35])[CH2:19][C:20]([O:22][CH2:23][CH3:24])=[O:21])=O)C.CC(C)([O-])C.[K+]. (6) Given the product [CH2:1]([C:3]([C:26]1[CH:31]=[CH:30][C:29]([O:32][CH2:49][C@H:50]2[O:54][C:53](=[O:55])[CH2:52][CH2:51]2)=[C:28]([CH3:33])[CH:27]=1)([C:6]1[CH:11]=[CH:10][C:9](/[CH:12]=[CH:13]/[C:14]([CH2:23][CH3:24])([OH:22])[CH2:15][CH2:16][CH2:17][CH2:18][CH2:19][CH2:20][CH3:21])=[C:8]([CH3:25])[CH:7]=1)[CH2:4][CH3:5])[CH3:2], predict the reactants needed to synthesize it. The reactants are: [CH2:1]([C:3]([C:26]1[CH:31]=[CH:30][C:29]([OH:32])=[C:28]([CH3:33])[CH:27]=1)([C:6]1[CH:11]=[CH:10][C:9](/[CH:12]=[CH:13]/[C:14]([CH2:23][CH3:24])([OH:22])[CH2:15][CH2:16][CH2:17][CH2:18][CH2:19][CH2:20][CH3:21])=[C:8]([CH3:25])[CH:7]=1)[CH2:4][CH3:5])[CH3:2].C([O-])([O-])=O.[K+].[K+].C1(C)C=CC(S([CH2:49][C@H:50]2[O:54][C:53](=[O:55])[CH2:52][CH2:51]2)(=O)=O)=CC=1.C(OCC)(=O)C. (7) The reactants are: [Cl:1][C:2]1[CH:7]=[CH:6][C:5]([S:8](Cl)(=[O:10])=[O:9])=[CH:4][N:3]=1.Cl.[CH3:13][NH:14][O:15][CH3:16].C(N(CC)CC)C. Given the product [Cl:1][C:2]1[CH:7]=[CH:6][C:5]([S:8]([N:14]([O:15][CH3:16])[CH3:13])(=[O:10])=[O:9])=[CH:4][N:3]=1, predict the reactants needed to synthesize it.